The task is: Predict the reaction yield, written as a fraction of the theoretical maximum amount of product (1.0 means a 100% yield; for example, 0.34 means a 34% yield).. This data is from Reaction yield outcomes from USPTO patents with 853,638 reactions. (1) The reactants are [NH:1]1[CH:5]=[C:4]([C:6]#[N:7])[N:3]=[CH:2]1.[CH3:8][Si:9]([CH3:16])([CH3:15])[CH2:10][CH2:11][O:12][CH2:13]Cl.C([O-])([O-])=O.[K+].[K+].CC(C)=O. The catalyst is C(OCC)(=O)C. The product is [CH3:8][Si:9]([CH3:16])([CH3:15])[CH2:10][CH2:11][O:12][CH2:13][N:1]1[CH:5]=[C:4]([C:6]#[N:7])[N:3]=[CH:2]1. The yield is 0.700. (2) The reactants are [CH3:1][O:2][C:3]1[CH:4]=[C:5]2[C:10](=[CH:11][C:12]=1[O:13][CH3:14])[N:9]=[CH:8][N:7]=[C:6]2[O:15][C:16]1[CH:22]=[CH:21][C:19]([NH2:20])=[CH:18][CH:17]=1.C(N(CC)CC)C.[C:30](Cl)(Cl)=[S:31].[NH2:34][N:35]1[CH2:40][CH2:39][CH2:38][CH2:37][CH2:36]1. The catalyst is CN(C)C=O.C(OCC)(=O)C. The product is [CH3:1][O:2][C:3]1[CH:4]=[C:5]2[C:10](=[CH:11][C:12]=1[O:13][CH3:14])[N:9]=[CH:8][N:7]=[C:6]2[O:15][C:16]1[CH:22]=[CH:21][C:19]([NH:20][C:30]([NH:34][N:35]2[CH2:40][CH2:39][CH2:38][CH2:37][CH2:36]2)=[S:31])=[CH:18][CH:17]=1. The yield is 0.660. (3) The catalyst is CCOC(C)=O. The yield is 0.740. The reactants are C1COCC1.O.[C:7]([C:11]1[CH:16]=[C:15]([C:17]([CH3:20])([CH3:19])[CH3:18])[C:14](=[O:21])[C:13](=[O:22])[C:12]=1[N+:23]([O-:25])=[O:24])([CH3:10])([CH3:9])[CH3:8].[O-]S(S([O-])=O)=O.[Na+].[Na+]. The product is [C:7]([C:11]1[C:12]([N+:23]([O-:25])=[O:24])=[C:13]([OH:22])[C:14]([OH:21])=[C:15]([C:17]([CH3:18])([CH3:19])[CH3:20])[CH:16]=1)([CH3:8])([CH3:9])[CH3:10]. (4) The reactants are [Cl:1][C:2]1[C:3]([N:8]2[C:12]([C:13]([O:15]C)=[O:14])=[CH:11][C:10]([NH:17][C:18]3[CH:23]=[CH:22][C:21]([C:24]([F:27])([F:26])[F:25])=[CH:20][N:19]=3)=[N:9]2)=[N:4][CH:5]=[CH:6][CH:7]=1.[OH-].[Na+].Cl. The catalyst is C(O)C.O. The product is [Cl:1][C:2]1[C:3]([N:8]2[C:12]([C:13]([OH:15])=[O:14])=[CH:11][C:10]([NH:17][C:18]3[CH:23]=[CH:22][C:21]([C:24]([F:27])([F:25])[F:26])=[CH:20][N:19]=3)=[N:9]2)=[N:4][CH:5]=[CH:6][CH:7]=1. The yield is 0.920. (5) The reactants are [H-].[Na+].[Br:3][C:4]1[C:5](=[O:12])[N:6]([CH3:11])[C:7](=[O:10])[NH:8][N:9]=1.[F:13][C:14]([F:20])([F:19])[CH2:15][CH2:16][CH2:17]I. The catalyst is CN(C=O)C. The product is [Br:3][C:4]1[C:5](=[O:12])[N:6]([CH3:11])[C:7](=[O:10])[N:8]([CH2:17][CH2:16][CH2:15][C:14]([F:20])([F:19])[F:13])[N:9]=1. The yield is 0.870. (6) The reactants are [Cl:1][C:2]1[CH:11]=[CH:10][C:9]2[N:8]=[C:7]([N:12]3[CH2:17][CH2:16][N:15]([CH3:18])[CH2:14][CH2:13]3)[C:6]3=[N:19][N:20](CC4C=CC(OC)=CC=4)[CH:21]=[C:5]3[C:4]=2[CH:3]=1.FC(F)(F)C(O)=O.C1(OC)C=CC=CC=1.OS(O)(=O)=O. The catalyst is C([O-])([O-])=O.[Na+].[Na+]. The product is [Cl:1][C:2]1[CH:11]=[CH:10][C:9]2[N:8]=[C:7]([N:12]3[CH2:17][CH2:16][N:15]([CH3:18])[CH2:14][CH2:13]3)[C:6]3=[N:19][NH:20][CH:21]=[C:5]3[C:4]=2[CH:3]=1. The yield is 0.440. (7) The reactants are Cl[C:2]1[CH:3]=[C:4]([CH:8]=[CH:9][CH:10]=1)[C:5]([OH:7])=[O:6].[C:11]1(B(O)O)[CH:16]=[CH:15][CH:14]=[CH:13][CH:12]=1.C([O-])([O-])=O.[K+].[K+]. The catalyst is O.[Pd].CC([O-])=O.CC([O-])=O.[Pd+2].C1(P(C2CCCCC2)C2C=CC=CC=2C2C(OC)=CC=C(S([O-])(=O)=O)C=2OC)CCCCC1.[Na+]. The product is [C:2]1([C:11]2[CH:16]=[CH:15][CH:14]=[CH:13][CH:12]=2)[CH:10]=[CH:9][CH:8]=[C:4]([C:5]([OH:7])=[O:6])[CH:3]=1. The yield is 0.970.